Dataset: Reaction yield outcomes from USPTO patents with 853,638 reactions. Task: Predict the reaction yield, written as a fraction of the theoretical maximum amount of product (1.0 means a 100% yield; for example, 0.34 means a 34% yield). The reactants are C([NH:4][C@@:5]1([C:22](NC(C)(C)C)=[O:23])[CH2:9][CH2:8][CH2:7][C@H:6]1[CH2:10][CH2:11][CH2:12][B:13]1[O:17]C(C)(C)C(C)(C)[O:14]1)(=O)C.[OH2:29]. The catalyst is Cl. The product is [NH2:4][C@@:5]1([C:22]([OH:23])=[O:29])[CH2:9][CH2:8][CH2:7][C@H:6]1[CH2:10][CH2:11][CH2:12][B:13]([OH:14])[OH:17]. The yield is 0.930.